Dataset: Forward reaction prediction with 1.9M reactions from USPTO patents (1976-2016). Task: Predict the product of the given reaction. (1) Given the reactants O=[C:2]([CH2:6][C:7]1[S:8][CH:9]=[CH:10][CH:11]=1)[C:3]([OH:5])=O.[CH2:12]([C:19]1[C:20]([NH2:31])=[N:21][CH:22]=[C:23]([C:25]2[CH:30]=[CH:29][CH:28]=[CH:27][CH:26]=2)[N:24]=1)[C:13]1[CH:18]=[CH:17][CH:16]=[CH:15][CH:14]=1, predict the reaction product. The product is: [CH2:12]([C:19]1[NH:24][C:23]([C:25]2[CH:26]=[CH:27][CH:28]=[CH:29][CH:30]=2)=[CH:22][N:21]2[C:3](=[O:5])[C:2]([CH2:6][C:7]3[S:8][CH:9]=[CH:10][CH:11]=3)=[N:31][C:20]=12)[C:13]1[CH:14]=[CH:15][CH:16]=[CH:17][CH:18]=1. (2) Given the reactants Cl[C:2]1[N:7]=[N:6][C:5]([O:8][CH:9]2[CH2:14][CH2:13][O:12][CH2:11][CH2:10]2)=[C:4]([N:15]2[CH2:20][CH2:19][O:18][CH2:17][CH2:16]2)[CH:3]=1.[CH3:21][C:22]1[N:27]=[CH:26][C:25]([NH2:28])=[CH:24][C:23]=1B1OC(C)(C)C(C)(C)O1.C([O-])([O-])=O.[Na+].[Na+].C(Cl)Cl, predict the reaction product. The product is: [CH3:21][C:22]1[N:27]=[CH:26][C:25]([NH2:28])=[CH:24][C:23]=1[C:2]1[N:7]=[N:6][C:5]([O:8][CH:9]2[CH2:14][CH2:13][O:12][CH2:11][CH2:10]2)=[C:4]([N:15]2[CH2:20][CH2:19][O:18][CH2:17][CH2:16]2)[CH:3]=1. (3) Given the reactants [F:1][C:2]1([F:39])[O:6][C:5]2[CH:7]=[CH:8][C:9]([C:11]3([C:14]([NH:16][C:17]4[CH:22]=[CH:21][C:20]([CH3:23])=[C:19]([C:24]5[CH:29]=[CH:28][CH:27]=[C:26]([O:30][CH2:31][C@@H:32]6[CH2:36][O:35]C(C)(C)[O:33]6)[CH:25]=5)[N:18]=4)=[O:15])[CH2:13][CH2:12]3)=[CH:10][C:4]=2[O:3]1.CC1C=CC(S(O)(=O)=O)=CC=1, predict the reaction product. The product is: [F:39][C:2]1([F:1])[O:6][C:5]2[CH:7]=[CH:8][C:9]([C:11]3([C:14]([NH:16][C:17]4[CH:22]=[CH:21][C:20]([CH3:23])=[C:19]([C:24]5[CH:29]=[CH:28][CH:27]=[C:26]([O:30][CH2:31][C@@H:32]([OH:33])[CH2:36][OH:35])[CH:25]=5)[N:18]=4)=[O:15])[CH2:13][CH2:12]3)=[CH:10][C:4]=2[O:3]1. (4) Given the reactants [CH:1]([C:3]1[CH:8]=[CH:7][C:6]2[NH:9][C:10]3[C:22]4[N:21]([C@@H:23]5[O:38][C@H:37]([CH2:39][O:40]C(=O)C)[C@@H:34]([O:35][CH3:36])[C@H:29]([O:30]C(=O)C)[C@H:24]5[O:25]C(=O)C)[C:20]5[C:15](=[CH:16][C:17]([CH:44]=[O:45])=[CH:18][CH:19]=5)[C:14]=4[C:13]4[C:46](=[O:50])[NH:47][C:48](=[O:49])[C:12]=4[C:11]=3[C:5]=2[CH:4]=1)=[O:2].[NH4+].[OH-], predict the reaction product. The product is: [CH:1]([C:3]1[CH:8]=[CH:7][C:6]2[NH:9][C:10]3[C:22]4[N:21]([C@@H:23]5[O:38][C@H:37]([CH2:39][OH:40])[C@@H:34]([O:35][CH3:36])[C@H:29]([OH:30])[C@H:24]5[OH:25])[C:20]5[C:15](=[CH:16][C:17]([CH:44]=[O:45])=[CH:18][CH:19]=5)[C:14]=4[C:13]4[C:46](=[O:50])[NH:47][C:48](=[O:49])[C:12]=4[C:11]=3[C:5]=2[CH:4]=1)=[O:2]. (5) The product is: [F:9][C:5]1[CH:4]=[C:3]([N+:10]([O-:12])=[O:11])[C:2]([F:1])=[CH:7][C:6]=1[C:14]([CH3:13])([C:15]([O:17][CH2:18][CH3:19])=[O:16])[C:20]([O:22][CH2:23][CH3:24])=[O:21]. Given the reactants [F:1][C:2]1[CH:7]=[C:6](F)[C:5]([F:9])=[CH:4][C:3]=1[N+:10]([O-:12])=[O:11].[CH3:13][CH:14]([C:20]([O:22][CH2:23][CH3:24])=[O:21])[C:15]([O:17][CH2:18][CH3:19])=[O:16].[OH-].[Na+], predict the reaction product. (6) Given the reactants [C:1]1([CH:7]([C:28]2[CH:33]=[CH:32][CH:31]=[CH:30][CH:29]=2)[N:8]2[C:16]3[C:11](=[CH:12][CH:13]=[CH:14][CH:15]=3)[CH:10]([C:17]3[C:25]4[C:21](=[N:22][O:23][N:24]=4)[CH:20]=[CH:19][C:18]=3[OH:26])[C:9]2=[O:27])[CH:6]=[CH:5][CH:4]=[CH:3][CH:2]=1.[C:34]1(C(C2C=CC=CC=2)N2C3C(=CC=CC=3)C(C3C=C(C)C(OC)=CC=3O)C2=O)C=CC=CC=1, predict the reaction product. The product is: [C:1]1([CH:7]([C:28]2[CH:33]=[CH:32][CH:31]=[CH:30][CH:29]=2)[N:8]2[C:16]3[C:11](=[CH:12][CH:13]=[CH:14][CH:15]=3)[C:10]3([C:17]4[C:25]5=[N:24][O:23][N:22]=[C:21]5[CH:20]=[CH:19][C:18]=4[O:26][CH2:34]3)[C:9]2=[O:27])[CH:2]=[CH:3][CH:4]=[CH:5][CH:6]=1. (7) Given the reactants O.[CH:2]1[C:7]2[C:8]([N:17]3[CH2:22][CH2:21][N:20]([CH2:23][CH2:24][O:25][CH2:26][CH2:27][OH:28])[CH2:19][CH2:18]3)=[N:9][C:10]3[CH:16]=[CH:15][CH:14]=[CH:13][C:11]=3[S:12][C:6]=2[CH:5]=[CH:4][CH:3]=1.[C:29]([OH:36])(=[O:35])/[CH:30]=[CH:31]/[C:32]([OH:34])=[O:33], predict the reaction product. The product is: [CH:3]1[CH:4]=[CH:5][C:6]2[S:12][C:11]3[CH:13]=[CH:14][CH:15]=[CH:16][C:10]=3[N:9]=[C:8]([N:17]3[CH2:22][CH2:21][N:20]([CH2:23][CH2:24][O:25][CH2:26][CH2:27][OH:28])[CH2:19][CH2:18]3)[C:7]=2[CH:2]=1.[CH:30](/[C:29]([OH:36])=[O:35])=[CH:31]\[C:32]([OH:34])=[O:33].